Task: Predict the product of the given reaction.. Dataset: Forward reaction prediction with 1.9M reactions from USPTO patents (1976-2016) Given the reactants F[C:2]1[C:10]([N+:11]([O-:13])=[O:12])=[CH:9][CH:8]=[C:7]([F:14])[C:3]=1[C:4]([OH:6])=[O:5].CCN(CC)CC.[CH:22]1([NH2:25])[CH2:24][CH2:23]1.Cl, predict the reaction product. The product is: [CH:22]1([NH:25][C:2]2[C:10]([N+:11]([O-:13])=[O:12])=[CH:9][CH:8]=[C:7]([F:14])[C:3]=2[C:4]([OH:6])=[O:5])[CH2:24][CH2:23]1.